From a dataset of Catalyst prediction with 721,799 reactions and 888 catalyst types from USPTO. Predict which catalyst facilitates the given reaction. Reactant: FC(F)(F)C(O)=O.[I:8][C:9]1[C:10]([C:30]([F:36])([F:35])[C:31]([F:34])([F:33])[F:32])=[N:11][N:12]([CH2:14][C:15]2[CH:20]=[CH:19][C:18]([NH:21][C:22](=O)OC(C)(C)C)=[C:17]([CH3:29])[CH:16]=2)[CH:13]=1. Product: [I:8][C:9]1[C:10]([C:30]([F:36])([F:35])[C:31]([F:32])([F:33])[F:34])=[N:11][N:12]([CH2:14][C:15]2[CH:20]=[CH:19][C:18]([NH:21][CH3:22])=[C:17]([CH3:29])[CH:16]=2)[CH:13]=1. The catalyst class is: 4.